Task: Predict the reactants needed to synthesize the given product.. Dataset: Full USPTO retrosynthesis dataset with 1.9M reactions from patents (1976-2016) (1) Given the product [ClH:22].[NH2:8][C:9]1[N:14]=[C:13]2[N:15]([CH3:21])[C:16](=[O:20])[C:17]([CH3:18])([CH3:19])[C:12]2=[CH:11][CH:10]=1, predict the reactants needed to synthesize it. The reactants are: C([NH:8][C:9]1[N:14]=[C:13]2[N:15]([CH3:21])[C:16](=[O:20])[C:17]([CH3:19])([CH3:18])[C:12]2=[CH:11][CH:10]=1)C1C=CC=CC=1.[ClH:22]. (2) Given the product [C:1]([C:3]1[N:4]=[CH:5][C:6]([NH:16][C@@H:17]2[CH2:23][CH2:22][CH2:21][CH2:20][N:19]([C:24]([N:26]([CH3:27])[CH3:28])=[O:25])[CH2:18]2)=[N:7][C:8]=1[NH:9][C:10]1[S:14][N:13]=[C:12]([CH3:15])[CH:11]=1)(=[O:34])[NH2:2], predict the reactants needed to synthesize it. The reactants are: [C:1]([C:3]1[N:4]=[CH:5][C:6]([NH:16][C@@H:17]2[CH2:23][CH2:22][CH2:21][CH2:20][N:19]([C:24]([N:26]([CH3:28])[CH3:27])=[O:25])[CH2:18]2)=[N:7][C:8]=1[NH:9][C:10]1[S:14][N:13]=[C:12]([CH3:15])[CH:11]=1)#[N:2].Cl.CC#N.C(O)(C(F)(F)F)=[O:34]. (3) Given the product [O:2]=[C:3]1[NH:8][CH:7]=[C:6]([CH:9]=[O:10])[CH:5]=[CH:4]1, predict the reactants needed to synthesize it. The reactants are: C[O:2][C:3]1[N:8]=[CH:7][C:6]([CH:9]=[O:10])=[CH:5][CH:4]=1.I[Si](C)(C)C.CO. (4) Given the product [C:1]([O:5][C:6]([NH:8][C@@H:9]1[CH2:11][C@H:10]1[C:12]1[CH:13]=[C:14]([C:17]([OH:19])=[O:18])[S:15][CH:16]=1)=[O:7])([CH3:4])([CH3:2])[CH3:3], predict the reactants needed to synthesize it. The reactants are: [C:1]([O:5][C:6]([NH:8][C@@H:9]1[CH2:11][C@H:10]1[C:12]1[CH:13]=[C:14]([C:17]([O:19]C)=[O:18])[S:15][CH:16]=1)=[O:7])([CH3:4])([CH3:3])[CH3:2].[OH-].[Na+].Cl. (5) Given the product [N+:10]([C:7]1[CH:8]=[CH:9][C:4]([O:13][C:14]2[CH:15]=[CH:16][C:17]([C:18]([O:20][CH3:21])=[O:19])=[CH:22][CH:23]=2)=[N:5][CH:6]=1)([O-:12])=[O:11], predict the reactants needed to synthesize it. The reactants are: [H-].[Na+].Cl[C:4]1[CH:9]=[CH:8][C:7]([N+:10]([O-:12])=[O:11])=[CH:6][N:5]=1.[OH:13][C:14]1[CH:23]=[CH:22][C:17]([C:18]([O:20][CH3:21])=[O:19])=[CH:16][CH:15]=1.C(O)(=O)CC(CC(O)=O)(C(O)=O)O. (6) Given the product [Br:16][C:11]1[NH:10][CH:9]=[C:8]([C:12]([O:14][CH3:15])=[O:13])[C:7]=1[C:1]1[CH:2]=[CH:3][CH:4]=[CH:5][CH:6]=1, predict the reactants needed to synthesize it. The reactants are: [C:1]1([C:7]2[C:8]([C:12]([O:14][CH3:15])=[O:13])=[CH:9][NH:10][CH:11]=2)[CH:6]=[CH:5][CH:4]=[CH:3][CH:2]=1.[Br:16]N1C(=O)CCC1=O. (7) Given the product [C:19]([C:16]1[CH:15]=[CH:14][C:13]([CH2:12][CH:2]([NH:1][C:34]([C:23]2[CH:24]=[CH:25][CH:26]=[C:27]3[CH2:33][CH2:32][CH2:31][CH:30]=[CH:29][C:28]=23)=[O:35])[CH:3]([C:5]2[CH:10]=[CH:9][CH:8]=[C:7]([Cl:11])[CH:6]=2)[OH:4])=[CH:18][CH:17]=1)([CH3:22])([CH3:21])[CH3:20], predict the reactants needed to synthesize it. The reactants are: [NH2:1][CH:2]([CH2:12][C:13]1[CH:18]=[CH:17][C:16]([C:19]([CH3:22])([CH3:21])[CH3:20])=[CH:15][CH:14]=1)[CH:3]([C:5]1[CH:10]=[CH:9][CH:8]=[C:7]([Cl:11])[CH:6]=1)[OH:4].[C:23]1([C:34](O)=[O:35])[CH:24]=[CH:25][CH:26]=[C:27]2[CH2:33][CH2:32][CH2:31][CH:30]=[CH:29][C:28]=12.Cl.C(N=C=NCCCN(C)C)C.O.ON1C2C=CC=CC=2N=N1.